Dataset: NCI-60 drug combinations with 297,098 pairs across 59 cell lines. Task: Regression. Given two drug SMILES strings and cell line genomic features, predict the synergy score measuring deviation from expected non-interaction effect. (1) Drug 1: CN1CCC(CC1)COC2=C(C=C3C(=C2)N=CN=C3NC4=C(C=C(C=C4)Br)F)OC. Drug 2: COC1=C(C=C2C(=C1)N=CN=C2NC3=CC(=C(C=C3)F)Cl)OCCCN4CCOCC4. Cell line: TK-10. Synergy scores: CSS=48.3, Synergy_ZIP=6.81, Synergy_Bliss=8.54, Synergy_Loewe=11.2, Synergy_HSA=13.8. (2) Drug 1: C(=O)(N)NO. Drug 2: CCCCC(=O)OCC(=O)C1(CC(C2=C(C1)C(=C3C(=C2O)C(=O)C4=C(C3=O)C=CC=C4OC)O)OC5CC(C(C(O5)C)O)NC(=O)C(F)(F)F)O. Cell line: LOX IMVI. Synergy scores: CSS=52.1, Synergy_ZIP=3.56, Synergy_Bliss=3.64, Synergy_Loewe=-22.2, Synergy_HSA=3.20. (3) Cell line: NCI-H460. Drug 1: CCCS(=O)(=O)NC1=C(C(=C(C=C1)F)C(=O)C2=CNC3=C2C=C(C=N3)C4=CC=C(C=C4)Cl)F. Drug 2: C1=CC(=C2C(=C1NCCNCCO)C(=O)C3=C(C=CC(=C3C2=O)O)O)NCCNCCO. Synergy scores: CSS=68.5, Synergy_ZIP=17.4, Synergy_Bliss=17.3, Synergy_Loewe=-12.8, Synergy_HSA=16.4. (4) Drug 1: CC(C1=C(C=CC(=C1Cl)F)Cl)OC2=C(N=CC(=C2)C3=CN(N=C3)C4CCNCC4)N. Drug 2: CCC1(CC2CC(C3=C(CCN(C2)C1)C4=CC=CC=C4N3)(C5=C(C=C6C(=C5)C78CCN9C7C(C=CC9)(C(C(C8N6C)(C(=O)OC)O)OC(=O)C)CC)OC)C(=O)OC)O.OS(=O)(=O)O. Cell line: HL-60(TB). Synergy scores: CSS=48.3, Synergy_ZIP=11.4, Synergy_Bliss=14.7, Synergy_Loewe=-12.6, Synergy_HSA=11.0. (5) Drug 1: C1=CC(=C2C(=C1NCCNCCO)C(=O)C3=C(C=CC(=C3C2=O)O)O)NCCNCCO. Drug 2: C1=NC2=C(N=C(N=C2N1C3C(C(C(O3)CO)O)F)Cl)N. Cell line: HCC-2998. Synergy scores: CSS=39.6, Synergy_ZIP=-10.4, Synergy_Bliss=-14.8, Synergy_Loewe=-10.3, Synergy_HSA=-7.99. (6) Drug 1: CC1=C(N=C(N=C1N)C(CC(=O)N)NCC(C(=O)N)N)C(=O)NC(C(C2=CN=CN2)OC3C(C(C(C(O3)CO)O)O)OC4C(C(C(C(O4)CO)O)OC(=O)N)O)C(=O)NC(C)C(C(C)C(=O)NC(C(C)O)C(=O)NCCC5=NC(=CS5)C6=NC(=CS6)C(=O)NCCC[S+](C)C)O. Drug 2: CCCCC(=O)OCC(=O)C1(CC(C2=C(C1)C(=C3C(=C2O)C(=O)C4=C(C3=O)C=CC=C4OC)O)OC5CC(C(C(O5)C)O)NC(=O)C(F)(F)F)O. Cell line: HOP-62. Synergy scores: CSS=75.9, Synergy_ZIP=-0.788, Synergy_Bliss=-1.31, Synergy_Loewe=-2.79, Synergy_HSA=2.77. (7) Drug 1: CC1=C(C=C(C=C1)C(=O)NC2=CC(=CC(=C2)C(F)(F)F)N3C=C(N=C3)C)NC4=NC=CC(=N4)C5=CN=CC=C5. Drug 2: CC1=C2C(C(=O)C3(C(CC4C(C3C(C(C2(C)C)(CC1OC(=O)C(C(C5=CC=CC=C5)NC(=O)C6=CC=CC=C6)O)O)OC(=O)C7=CC=CC=C7)(CO4)OC(=O)C)O)C)OC(=O)C. Cell line: MDA-MB-435. Synergy scores: CSS=18.6, Synergy_ZIP=5.08, Synergy_Bliss=5.56, Synergy_Loewe=-33.3, Synergy_HSA=-1.30.